Dataset: TCR-epitope binding with 47,182 pairs between 192 epitopes and 23,139 TCRs. Task: Binary Classification. Given a T-cell receptor sequence (or CDR3 region) and an epitope sequence, predict whether binding occurs between them. (1) The epitope is KAFSPEVIPMF. The TCR CDR3 sequence is CASSYSDGNEAFF. Result: 1 (the TCR binds to the epitope). (2) The epitope is GTITVEELK. The TCR CDR3 sequence is CASRPSGPQETQYF. Result: 0 (the TCR does not bind to the epitope). (3) The epitope is VTEHDTLLY. The TCR CDR3 sequence is CASSLVVPQLPTYEQYF. Result: 1 (the TCR binds to the epitope). (4) The epitope is KTSVDCTMYI. The TCR CDR3 sequence is CSASRGGTYEQYF. Result: 1 (the TCR binds to the epitope). (5) The epitope is LLFNKVTLA. The TCR CDR3 sequence is CASSLTGAQETQYF. Result: 0 (the TCR does not bind to the epitope). (6) The epitope is GLNKIVRMY. The TCR CDR3 sequence is CASSLRFPDIGEQYF. Result: 0 (the TCR does not bind to the epitope). (7) The epitope is GTSGSPIINR. The TCR CDR3 sequence is CASSRRGEGHNEQFF. Result: 0 (the TCR does not bind to the epitope). (8) The TCR CDR3 sequence is CASSWGPEAFF. Result: 0 (the TCR does not bind to the epitope). The epitope is VTEHDTLLY. (9) The epitope is KRWIILGLNK. The TCR CDR3 sequence is CASSTGTEAFF. Result: 0 (the TCR does not bind to the epitope).